From a dataset of Forward reaction prediction with 1.9M reactions from USPTO patents (1976-2016). Predict the product of the given reaction. (1) Given the reactants [Cl:1][C:2]1[N:3]=[C:4]([C:7]2[CH:8]=[N:9][CH:10]=[CH:11][CH:12]=2)[S:5][CH:6]=1.OS(O)(=O)=O.[N+:18]([O-])([OH:20])=[O:19].C([O-])(O)=O.[Na+], predict the reaction product. The product is: [Cl:1][C:2]1[N:3]=[C:4]([C:7]2[CH:8]=[N:9][CH:10]=[CH:11][CH:12]=2)[S:5][C:6]=1[N+:18]([O-:20])=[O:19]. (2) The product is: [N:37]([C@@H:11]1[CH2:12][CH2:13][N:8]([C:1]([O:3][C:4]([CH3:7])([CH3:6])[CH3:5])=[O:2])[CH2:9][C@H:10]1[F:15])=[N+:38]=[N-:39].[C:1]([N:8]1[CH2:13][CH2:12][C@H:11]([OH:14])[C@H:10]([F:15])[CH2:9]1)([O:3][C:4]([CH3:7])([CH3:6])[CH3:5])=[O:2]. Given the reactants [C:1]([N:8]1[CH2:13][CH2:12][C@H:11]([OH:14])[C@H:10]([F:15])[CH2:9]1)([O:3][C:4]([CH3:7])([CH3:6])[CH3:5])=[O:2].C(N(CC)CC)C.C1(C)C=CC(S(Cl)(=O)=O)=CC=1.[Cl-].[Cl-].[Ca+2].[N-:37]=[N+:38]=[N-:39].[Na+], predict the reaction product. (3) The product is: [CH2:1]([O:8][C:9]1[CH:10]=[CH:11][C:12]([CH2:15][CH:16]([O:20][CH2:21][CH3:22])[C:17]([O:19][CH2:2][CH2:1][O:8][CH2:9][CH3:10])=[O:18])=[CH:13][CH:14]=1)[C:2]1[CH:7]=[CH:6][CH:5]=[CH:4][CH:3]=1. Given the reactants [CH2:1]([O:8][C:9]1[CH:14]=[CH:13][C:12]([CH2:15][CH:16]([O:20][CH2:21][CH3:22])[C:17]([OH:19])=[O:18])=[CH:11][CH:10]=1)[C:2]1[CH:7]=[CH:6][CH:5]=[CH:4][CH:3]=1, predict the reaction product. (4) Given the reactants [Br:1][C:2]1[C:3]([Cl:14])=[C:4]([CH:11]=[CH:12][CH:13]=1)[C:5](N(OC)C)=[O:6].[CH3:15][Mg+].[Br-], predict the reaction product. The product is: [Br:1][C:2]1[C:3]([Cl:14])=[C:4]([C:5](=[O:6])[CH3:15])[CH:11]=[CH:12][CH:13]=1. (5) Given the reactants [NH2:1][C:2]1[CH:7]=[CH:6][C:5]([CH2:8][C:9]([O:11][CH3:12])=[O:10])=[CH:4][C:3]=1[Cl:13].[Br:14][C:15]1[CH:20]=[CH:19][CH:18]=[CH:17][C:16]=1[N:21]=[C:22]=[O:23].CCN(CC)CC, predict the reaction product. The product is: [Br:14][C:15]1[CH:20]=[CH:19][CH:18]=[CH:17][C:16]=1[NH:21][C:22](=[O:23])[NH:1][C:2]1[CH:7]=[CH:6][C:5]([CH2:8][C:9]([O:11][CH3:12])=[O:10])=[CH:4][C:3]=1[Cl:13]. (6) The product is: [Br-:10].[C:24]1([P+:17]([C:11]2[CH:12]=[CH:13][CH:14]=[CH:15][CH:16]=2)([C:18]2[CH:23]=[CH:22][CH:21]=[CH:20][CH:19]=2)[CH2:4][C:3]2[CH:6]=[CH:7][CH:8]=[CH:9][C:2]=2[NH2:1])[CH:25]=[CH:26][CH:27]=[CH:28][CH:29]=1. Given the reactants [NH2:1][C:2]1[CH:9]=[CH:8][CH:7]=[CH:6][C:3]=1[CH2:4]O.[BrH:10].[C:11]1([P:17]([C:24]2[CH:29]=[CH:28][CH:27]=[CH:26][CH:25]=2)[C:18]2[CH:23]=[CH:22][CH:21]=[CH:20][CH:19]=2)[CH:16]=[CH:15][CH:14]=[CH:13][CH:12]=1, predict the reaction product. (7) Given the reactants [CH2:1]([O:3][C:4]([C:6]1[CH:15]=[CH:14][C:13]2[C:8](=[CH:9][CH:10]=[C:11]([OH:16])[CH:12]=2)[N:7]=1)=[O:5])[CH3:2].C1(P(C2C=CC=CC=2)C2C=CC=CC=2)C=CC=CC=1.[CH:36]([N:39]1[CH2:44][CH2:43][CH:42](O)[CH2:41][CH2:40]1)([CH3:38])[CH3:37], predict the reaction product. The product is: [CH2:1]([O:3][C:4]([C:6]1[CH:15]=[CH:14][C:13]2[C:8](=[CH:9][CH:10]=[C:11]([O:16][CH:42]3[CH2:43][CH2:44][N:39]([CH:36]([CH3:38])[CH3:37])[CH2:40][CH2:41]3)[CH:12]=2)[N:7]=1)=[O:5])[CH3:2]. (8) Given the reactants [Cl:1][C:2]1[N:3]=[C:4]([O:20][CH:21]2[CH2:26][CH2:25][O:24][CH2:23][CH2:22]2)[C:5]2[C:10](I)=[CH:9][N:8]([CH2:12][O:13][CH2:14][CH2:15][Si:16]([CH3:19])([CH3:18])[CH3:17])[C:6]=2[N:7]=1.[N:27]1[CH:32]=[CH:31][C:30](B(O)O)=[CH:29][CH:28]=1.O1CCOCC1.C(=O)([O-])[O-].[Na+].[Na+], predict the reaction product. The product is: [Cl:1][C:2]1[N:3]=[C:4]([O:20][CH:21]2[CH2:26][CH2:25][O:24][CH2:23][CH2:22]2)[C:5]2[C:10]([C:30]3[CH:31]=[CH:32][N:27]=[CH:28][CH:29]=3)=[CH:9][N:8]([CH2:12][O:13][CH2:14][CH2:15][Si:16]([CH3:19])([CH3:18])[CH3:17])[C:6]=2[N:7]=1. (9) Given the reactants [CH2:1]([O:8][C:9]1[C:10]([CH2:15][NH2:16])=[N:11][CH:12]=[CH:13][CH:14]=1)[C:2]1[CH:7]=[CH:6][CH:5]=[CH:4][CH:3]=1.[OH-].[NH4+].[CH:19](O)=[O:20], predict the reaction product. The product is: [CH2:1]([O:8][C:9]1[C:10]([CH2:15][NH:16][CH:19]=[O:20])=[N:11][CH:12]=[CH:13][CH:14]=1)[C:2]1[CH:3]=[CH:4][CH:5]=[CH:6][CH:7]=1. (10) Given the reactants [CH3:1][C:2]1[CH:6]=[C:5]([CH3:7])[N:4]([C:8]2[N:13]=[C:12]([NH:14][C:15](=[O:17])[CH3:16])[CH:11]=[C:10]([C:18]3[CH:23]=[C:22](O)[CH:21]=[C:20](F)[CH:19]=3)[N:9]=2)[N:3]=1.[OH:26][CH2:27]C1C=C(B(O)O)C=CC=1, predict the reaction product. The product is: [CH3:1][C:2]1[CH:6]=[C:5]([CH3:7])[N:4]([C:8]2[N:13]=[C:12]([NH:14][C:15](=[O:17])[CH3:16])[CH:11]=[C:10]([C:18]3[CH:19]=[CH:20][CH:21]=[C:22]([CH2:27][OH:26])[CH:23]=3)[N:9]=2)[N:3]=1.